Dataset: Full USPTO retrosynthesis dataset with 1.9M reactions from patents (1976-2016). Task: Predict the reactants needed to synthesize the given product. (1) The reactants are: C(OC([NH:8][CH2:9][C@:10]1([CH2:18][C:19]([O:21]C(C)(C)C)=[O:20])[CH2:16][C@H:15]2[C@:11]1([CH3:17])[CH:12]=[CH:13][CH2:14]2)=O)(C)(C)C.C(N(CC)CC)C. Given the product [NH2:8][CH2:9][C@:10]1([CH2:18][C:19]([OH:21])=[O:20])[CH2:16][C@H:15]2[C@:11]1([CH3:17])[CH:12]=[CH:13][CH2:14]2, predict the reactants needed to synthesize it. (2) The reactants are: [CH3:1][C:2]1[CH:7]=[CH:6][N:5]=[C:4]([NH:8][CH2:9][CH2:10][NH2:11])[CH:3]=1.C(N(CC)CC)C.[CH3:19][S:20](Cl)(=[O:22])=[O:21]. Given the product [CH3:1][C:2]1[CH:7]=[CH:6][N:5]=[C:4]([NH:8][CH2:9][CH2:10][NH:11][S:20]([CH3:19])(=[O:22])=[O:21])[CH:3]=1, predict the reactants needed to synthesize it. (3) Given the product [Br:8][CH2:22][C:18]1[C:19](=[O:21])[NH:20][C:15]([C:13]2[S:14][C:10]([Cl:9])=[CH:11][CH:12]=2)=[N:16][C:17]=1[CH3:23], predict the reactants needed to synthesize it. The reactants are: C1C(=O)N([Br:8])C(=O)C1.[Cl:9][C:10]1[S:14][C:13]([C:15]2[NH:20][C:19](=[O:21])[C:18]([CH3:22])=[C:17]([CH3:23])[N:16]=2)=[CH:12][CH:11]=1. (4) Given the product [F:9][C:6]1[CH:7]=[CH:8][C:3]([CH2:2][N:13]([C:14]([O:16][C:17]([CH3:20])([CH3:19])[CH3:18])=[O:15])[C:21]([O:23][C:24]([CH3:25])([CH3:26])[CH3:27])=[O:22])=[C:4]([I:10])[CH:5]=1, predict the reactants needed to synthesize it. The reactants are: Br[CH2:2][C:3]1[CH:8]=[CH:7][C:6]([F:9])=[CH:5][C:4]=1[I:10].[H-].[Na+].[NH:13]([C:21]([O:23][C:24]([CH3:27])([CH3:26])[CH3:25])=[O:22])[C:14]([O:16][C:17]([CH3:20])([CH3:19])[CH3:18])=[O:15].C(=O)(O)[O-]. (5) Given the product [CH3:17][O:18][C:19]1[CH:20]=[C:21]([NH:22][C:2]2[N:7]=[C:6]([NH:8][CH3:9])[CH:5]=[C:4]([CH2:10][O:11][CH2:12][C:13]([F:16])([F:15])[F:14])[N:3]=2)[CH:23]=[CH:24][C:25]=1[N:26]1[CH:30]=[C:29]([CH3:31])[N:28]=[CH:27]1, predict the reactants needed to synthesize it. The reactants are: Cl[C:2]1[N:7]=[C:6]([NH:8][CH3:9])[CH:5]=[C:4]([CH2:10][O:11][CH2:12][C:13]([F:16])([F:15])[F:14])[N:3]=1.[CH3:17][O:18][C:19]1[CH:20]=[C:21]([CH:23]=[CH:24][C:25]=1[N:26]1[CH:30]=[C:29]([CH3:31])[N:28]=[CH:27]1)[NH2:22].C(=O)([O-])[O-].[Cs+].[Cs+].C1(P(C2CCCCC2)C2C=CC=CC=2C2C=CC=CC=2)CCCCC1. (6) The reactants are: O.[OH-].[Li+].C([O:6][C:7](=[O:22])[CH2:8][N:9]1[C:13]([C:14]([F:17])([F:16])[F:15])=[CH:12][C:11]([C:18]([CH3:21])([CH3:20])[CH3:19])=[N:10]1)C. Given the product [C:18]([C:11]1[CH:12]=[C:13]([C:14]([F:17])([F:15])[F:16])[N:9]([CH2:8][C:7]([OH:22])=[O:6])[N:10]=1)([CH3:21])([CH3:19])[CH3:20], predict the reactants needed to synthesize it. (7) Given the product [CH3:15][O:14][C:7]1[CH:8]=[C:9]2[C:4](=[CH:5][CH:6]=1)[N:3]=[C:2]([NH:19][CH2:18][C:17]([F:21])([F:20])[F:16])[C:11]([CH:12]=[O:13])=[CH:10]2, predict the reactants needed to synthesize it. The reactants are: Cl[C:2]1[C:11]([CH:12]=[O:13])=[CH:10][C:9]2[C:4](=[CH:5][CH:6]=[C:7]([O:14][CH3:15])[CH:8]=2)[N:3]=1.[F:16][C:17]([F:21])([F:20])[CH2:18][NH2:19].